This data is from Full USPTO retrosynthesis dataset with 1.9M reactions from patents (1976-2016). The task is: Predict the reactants needed to synthesize the given product. (1) Given the product [OH:2]/[N:1]=[CH:4]/[C:6]1[CH:7]=[CH:8][C:9]([CH:12]2[CH2:17][N:16]([C:18]([O:20][C:21]([CH3:24])([CH3:22])[CH3:23])=[O:3])[CH2:15][CH2:14][N:13]2[C:25]([O:27][C:28]([CH3:31])([CH3:30])[CH3:29])=[O:26])=[CH:10][CH:11]=1, predict the reactants needed to synthesize it. The reactants are: [NH2:1][OH:2].[OH2:3].[CH:4]([C:6]1[CH:11]=[CH:10][C:9]([CH:12]2[CH2:17][N:16]([C:18]([O:20][C:21]([CH3:24])([CH3:23])[CH3:22])=O)[CH2:15][CH2:14][N:13]2[C:25]([O:27][C:28]([CH3:31])([CH3:30])[CH3:29])=[O:26])=[CH:8][CH:7]=1)=O. (2) Given the product [CH:12]([NH:9][C:6]1[CH:7]=[CH:8][CH:2]=[CH:3][CH:5]=1)=[O:13], predict the reactants needed to synthesize it. The reactants are: Cl[C:2]1[CH:8]=[CH:7][C:6]([N+:9]([O-])=O)=[CH:5][C:3]=1N.[CH:12](O)=[O:13]. (3) Given the product [ClH:22].[F:1][C:2]1[CH:3]=[CH:4][C:5]([C:8]2[CH:9]=[CH:10][C:11]([N:14]3[CH2:15][CH2:16][NH:17][CH2:18][CH2:19]3)=[N:12][CH:13]=2)=[CH:6][CH:7]=1, predict the reactants needed to synthesize it. The reactants are: [F:1][C:2]1[CH:7]=[CH:6][C:5]([C:8]2[CH:9]=[CH:10][C:11]([N:14]3[CH2:19][CH2:18][N:17](C=O)[CH2:16][CH2:15]3)=[N:12][CH:13]=2)=[CH:4][CH:3]=1.[ClH:22].